From a dataset of Forward reaction prediction with 1.9M reactions from USPTO patents (1976-2016). Predict the product of the given reaction. (1) Given the reactants [C:1]([C:4]1[CH:27]=[CH:26][C:7]([CH2:8][N:9]2[C:24](Cl)=[C:12]3[C:13](=[O:23])[N:14]([CH3:22])[C:15]4[N:16]([CH2:17][C:18]([CH3:21])([CH3:20])[N:19]=4)[C:11]3=[N:10]2)=[CH:6][CH:5]=1)(=[O:3])[CH3:2].[F:28][C:29]1[CH:34]=[CH:33][C:32]([NH2:35])=[CH:31][CH:30]=1.[C:36](=O)([O-:38])[O-:37].[K+].[K+], predict the reaction product. The product is: [C:1]([C:4]1[CH:27]=[CH:26][C:7]([CH2:8][N:9]2[C:24]([NH:35][C:32]3[CH:33]=[CH:34][C:29]([F:28])=[CH:30][CH:31]=3)=[C:12]3[C:13](=[O:23])[N:14]([CH3:22])[C:15]4[N:16]([CH2:17][C:18]([CH3:21])([CH3:20])[N:19]=4)[C:11]3=[N:10]2)=[CH:6][CH:5]=1)(=[O:3])[CH3:2].[CH:36]([O-:38])=[O:37]. (2) Given the reactants [CH:1]1([N:4]2[C:13]3[C:8](=[CH:9][C:10]([F:20])=[C:11]([N:14]4[CH2:19][CH2:18][NH:17][CH2:16][CH2:15]4)[CH:12]=3)[C:7](=[O:21])[C:6]([C:22]([OH:24])=[O:23])=[CH:5]2)[CH2:3][CH2:2]1.I[CH2:26][C@H:27]1[O:31][C:30](=[O:32])[N:29]([C:33]2[CH:34]=[CH:35][C:36]3[S:41][CH2:40][C:39](=[O:42])[NH:38][C:37]=3[CH:43]=2)[CH2:28]1.CCN(C(C)C)C(C)C.Cl, predict the reaction product. The product is: [CH:1]1([N:4]2[C:13]3[C:8](=[CH:9][C:10]([F:20])=[C:11]([N:14]4[CH2:19][CH2:18][N:17]([CH2:26][C@H:27]5[O:31][C:30](=[O:32])[N:29]([C:33]6[CH:34]=[CH:35][C:36]7[S:41][CH2:40][C:39](=[O:42])[NH:38][C:37]=7[CH:43]=6)[CH2:28]5)[CH2:16][CH2:15]4)[CH:12]=3)[C:7](=[O:21])[C:6]([C:22]([OH:24])=[O:23])=[CH:5]2)[CH2:2][CH2:3]1. (3) Given the reactants [H-].[Na+].[Cl:3][C:4]1[CH:5]=[C:6]([C:10]2[C:15]([O:16][CH3:17])=[CH:14][CH:13]=[C:12]([CH2:18][C:19]3[CH:20]=[CH:21][C:22]([NH:25][C:26](=[O:28])[CH3:27])=[N:23][CH:24]=3)[C:11]=2[F:29])[CH:7]=[CH:8][CH:9]=1.[CH3:30][O:31][C:32](=[O:35])[CH2:33]Br, predict the reaction product. The product is: [CH3:30][O:31][C:32](=[O:35])[CH2:33][N:25]([C:26](=[O:28])[CH3:27])[C:22]1[CH:21]=[CH:20][C:19]([CH2:18][C:12]2[C:11]([F:29])=[C:10]([C:6]3[CH:7]=[CH:8][CH:9]=[C:4]([Cl:3])[CH:5]=3)[C:15]([O:16][CH3:17])=[CH:14][CH:13]=2)=[CH:24][N:23]=1.